This data is from Catalyst prediction with 721,799 reactions and 888 catalyst types from USPTO. The task is: Predict which catalyst facilitates the given reaction. (1) Reactant: [Br:1][C:2]1[C:7]([OH:8])=[CH:6][C:5]([Cl:9])=[CH:4][N:3]=1.C[Si]([N-][Si](C)(C)C)(C)C.[Na+].Cl[CH2:21][O:22][CH2:23][CH2:24][Si:25]([CH3:28])([CH3:27])[CH3:26]. Product: [Br:1][C:2]1[C:7]([O:8][CH2:21][O:22][CH2:23][CH2:24][Si:25]([CH3:28])([CH3:27])[CH3:26])=[CH:6][C:5]([Cl:9])=[CH:4][N:3]=1. The catalyst class is: 198. (2) Reactant: [NH2:1][C:2]1[N:7]=[N:6][C:5]([N:8]2[CH2:13][CH2:12][N:11]([C:14]([C:16]3[CH:21]=[CH:20][CH:19]=[CH:18][C:17]=3[C:22]([F:25])([F:24])[F:23])=[O:15])[CH2:10][CH2:9]2)=[CH:4][CH:3]=1.C(N(CC)CC)C.[CH2:33]([S:36](Cl)(=[O:38])=[O:37])[CH2:34][CH3:35].Cl. Product: [F:23][C:22]([F:25])([F:24])[C:17]1[CH:18]=[CH:19][CH:20]=[CH:21][C:16]=1[C:14]([N:11]1[CH2:10][CH2:9][N:8]([C:5]2[N:6]=[N:7][C:2]([NH:1][S:36]([CH2:33][CH2:34][CH3:35])(=[O:38])=[O:37])=[CH:3][CH:4]=2)[CH2:13][CH2:12]1)=[O:15]. The catalyst class is: 4. (3) Reactant: Br[C:2]1[CH:7]=[CH:6][C:5]([C:8]2[NH:12][C:11]([C@@H:13]3[CH2:21][C:16]4([O:20][CH2:19][CH2:18][O:17]4)[CH2:15][N:14]3[C:22](=[O:32])[C@@H:23]([NH:27][C:28](=[O:31])[O:29][CH3:30])[CH:24]([CH3:26])[CH3:25])=[N:10][CH:9]=2)=[CH:4][CH:3]=1.[CH3:33][C:34]1([CH3:50])[C:38]([CH3:40])([CH3:39])[O:37][B:36]([B:36]2[O:37][C:38]([CH3:40])([CH3:39])[C:34]([CH3:50])([CH3:33])[O:35]2)[O:35]1.C([O-])(=O)C.[K+]. Product: [CH3:26][CH:24]([CH3:25])[C@H:23]([NH:27][C:28](=[O:31])[O:29][CH3:30])[C:22](=[O:32])[N:14]1[C@H:13]([C:11]2[NH:12][C:8]([C:5]3[CH:6]=[CH:7][C:2]([B:36]4[O:37][C:38]([CH3:40])([CH3:39])[C:34]([CH3:50])([CH3:33])[O:35]4)=[CH:3][CH:4]=3)=[CH:9][N:10]=2)[CH2:21][C:16]2([O:17][CH2:18][CH2:19][O:20]2)[CH2:15]1. The catalyst class is: 12. (4) Reactant: [H-].[Na+].[F:3][C:4]1[CH:9]=[CH:8][C:7]([OH:10])=[CH:6][CH:5]=1.[H][H].[CH2:13]([O:15][CH:16]([O:19][CH2:20][CH3:21])CBr)[CH3:14]. Product: [CH2:13]([O:15][CH:16]([O:19][CH2:20][CH3:21])[O:10][C:7]1[CH:8]=[CH:9][C:4]([F:3])=[CH:5][CH:6]=1)[CH3:14]. The catalyst class is: 9. (5) Reactant: [OH:1][C:2]1[CH:9]=[CH:8][C:5]([CH:6]=[O:7])=[CH:4][C:3]=1[CH3:10].[OH-].[Na+].[I:13]I. Product: [I:13][C:9]1[CH:8]=[C:5]([CH:4]=[C:3]([CH3:10])[C:2]=1[OH:1])[CH:6]=[O:7]. The catalyst class is: 5. (6) Reactant: [C:1]([C:3]1[CH:4]=[C:5]([C:13]2[O:17][N:16]=[C:15]([C:18]3[CH:26]=[CH:25][CH:24]=[C:23]4[C:19]=3[CH:20]=[CH:21][N:22]4[CH2:27][CH2:28][C:29]([O:31]CC)=[O:30])[N:14]=2)[CH:6]=[CH:7][C:8]=1[O:9][CH:10]([CH3:12])[CH3:11])#[N:2].[OH-].[Na+:35].O. Product: [C:1]([C:3]1[CH:4]=[C:5]([C:13]2[O:17][N:16]=[C:15]([C:18]3[CH:26]=[CH:25][CH:24]=[C:23]4[C:19]=3[CH:20]=[CH:21][N:22]4[CH2:27][CH2:28][C:29]([O-:31])=[O:30])[N:14]=2)[CH:6]=[CH:7][C:8]=1[O:9][CH:10]([CH3:12])[CH3:11])#[N:2].[Na+:35]. The catalyst class is: 8.